From a dataset of Full USPTO retrosynthesis dataset with 1.9M reactions from patents (1976-2016). Predict the reactants needed to synthesize the given product. Given the product [CH3:1][O:2][C:3]1[CH:11]=[CH:10][CH:9]=[C:8]([CH3:12])[C:4]=1[C:5]([Cl:15])=[O:6], predict the reactants needed to synthesize it. The reactants are: [CH3:1][O:2][C:3]1[CH:11]=[CH:10][CH:9]=[C:8]([CH3:12])[C:4]=1[C:5](O)=[O:6].S(Cl)([Cl:15])=O.